From a dataset of Peptide-MHC class I binding affinity with 185,985 pairs from IEDB/IMGT. Regression. Given a peptide amino acid sequence and an MHC pseudo amino acid sequence, predict their binding affinity value. This is MHC class I binding data. (1) The peptide sequence is DHAVSPRQL. The MHC is Mamu-A07 with pseudo-sequence Mamu-A07. The binding affinity (normalized) is 0.617. (2) The peptide sequence is VLMTHFFSVL. The MHC is HLA-A02:02 with pseudo-sequence HLA-A02:02. The binding affinity (normalized) is 0.618. (3) The peptide sequence is FKPSDYFPSV. The binding affinity (normalized) is 0.0718. The MHC is HLA-A02:07 with pseudo-sequence HLA-A02:07. (4) The peptide sequence is HPLSHFVNL. The MHC is HLA-A02:01 with pseudo-sequence HLA-A02:01. The binding affinity (normalized) is 0. (5) The peptide sequence is GARVIWMDAY. The MHC is HLA-A03:01 with pseudo-sequence HLA-A03:01. The binding affinity (normalized) is 0.360. (6) The peptide sequence is DYIKVQKQDI. The MHC is H-2-Kd with pseudo-sequence H-2-Kd. The binding affinity (normalized) is 0.534.